Dataset: Forward reaction prediction with 1.9M reactions from USPTO patents (1976-2016). Task: Predict the product of the given reaction. Given the reactants CN(OC)[C:3](=O)[CH2:4][CH:5]([C:9]1[CH:14]=[CH:13][CH:12]=[CH:11][CH:10]=1)[CH:6]([CH3:8])C.[H-].C([Al+]CC(C)C)C(C)C.C1(C)C=CC=CC=1.[CH3:35][OH:36], predict the reaction product. The product is: [CH3:8][CH2:6][CH:5]([C:9]1[CH:10]=[CH:11][CH:12]=[CH:13][CH:14]=1)[CH2:4][CH2:3][CH:35]=[O:36].